Dataset: Peptide-MHC class I binding affinity with 185,985 pairs from IEDB/IMGT. Task: Regression. Given a peptide amino acid sequence and an MHC pseudo amino acid sequence, predict their binding affinity value. This is MHC class I binding data. The binding affinity (normalized) is 0.690. The MHC is Mamu-A01 with pseudo-sequence Mamu-A01. The peptide sequence is VTPNYADI.